This data is from Reaction yield outcomes from USPTO patents with 853,638 reactions. The task is: Predict the reaction yield, written as a fraction of the theoretical maximum amount of product (1.0 means a 100% yield; for example, 0.34 means a 34% yield). (1) The reactants are [NH2:1][C:2]1[C:3]([N:11]([CH:13]([CH3:16])[CH2:14]Cl)[CH3:12])=[CH:4][C:5]([Br:10])=[C:6]([CH:9]=1)[C:7]#[N:8].[I-].[K+].C(=O)([O-])[O-].[K+].[K+].O. The catalyst is CN(C=O)C. The product is [Br:10][C:5]1[CH:4]=[C:3]2[C:2]([NH:1][CH2:14][CH:13]([CH3:16])[N:11]2[CH3:12])=[CH:9][C:6]=1[C:7]#[N:8]. The yield is 0.480. (2) The reactants are Br[C:2]1[CH:3]=[CH:4][C:5]2[S:9][C:8]([CH3:10])=[N:7][C:6]=2[CH:11]=1.[CH:12]1([N:15]2[CH2:20][C:19]3([CH2:25][CH2:24][N:23]([S:26]([C:29]4[CH:34]=[CH:33][C:32](B5OC(C)(C)C(C)(C)O5)=[CH:31][CH:30]=4)(=[O:28])=[O:27])[CH2:22][CH2:21]3)[O:18][CH2:17][C:16]2=[O:44])[CH2:14][CH2:13]1. No catalyst specified. The product is [CH:12]1([N:15]2[CH2:20][C:19]3([CH2:25][CH2:24][N:23]([S:26]([C:29]4[CH:30]=[CH:31][C:32]([C:2]5[CH:3]=[CH:4][C:5]6[S:9][C:8]([CH3:10])=[N:7][C:6]=6[CH:11]=5)=[CH:33][CH:34]=4)(=[O:27])=[O:28])[CH2:22][CH2:21]3)[O:18][CH2:17][C:16]2=[O:44])[CH2:13][CH2:14]1. The yield is 0.450.